Dataset: NCI-60 drug combinations with 297,098 pairs across 59 cell lines. Task: Regression. Given two drug SMILES strings and cell line genomic features, predict the synergy score measuring deviation from expected non-interaction effect. (1) Synergy scores: CSS=39.3, Synergy_ZIP=0.133, Synergy_Bliss=-3.10, Synergy_Loewe=-11.0, Synergy_HSA=-0.499. Drug 2: C(CC(=O)O)C(=O)CN.Cl. Drug 1: C1C(C(OC1N2C=NC3=C(N=C(N=C32)Cl)N)CO)O. Cell line: COLO 205. (2) Cell line: A549. Drug 2: C1CCC(C(C1)N)N.C(=O)(C(=O)[O-])[O-].[Pt+4]. Drug 1: CC1=C(N=C(N=C1N)C(CC(=O)N)NCC(C(=O)N)N)C(=O)NC(C(C2=CN=CN2)OC3C(C(C(C(O3)CO)O)O)OC4C(C(C(C(O4)CO)O)OC(=O)N)O)C(=O)NC(C)C(C(C)C(=O)NC(C(C)O)C(=O)NCCC5=NC(=CS5)C6=NC(=CS6)C(=O)NCCC[S+](C)C)O. Synergy scores: CSS=60.8, Synergy_ZIP=5.84, Synergy_Bliss=5.38, Synergy_Loewe=-0.355, Synergy_HSA=9.71.